Dataset: Forward reaction prediction with 1.9M reactions from USPTO patents (1976-2016). Task: Predict the product of the given reaction. (1) The product is: [F:1][C:2]1[CH:38]=[CH:37][C:5]([CH2:6][NH:7][C:8](=[O:36])[C:9]2[CH:14]=[CH:13][C:12]([S:15]([N:18]3[C:26]4[C:21](=[CH:22][CH:23]=[CH:24][CH:25]=4)[C:20]([C:40]4[CH:45]=[N:44][C:43]([F:46])=[CH:42][CH:41]=4)=[CH:19]3)(=[O:17])=[O:16])=[CH:11][CH:10]=2)=[CH:4][CH:3]=1. Given the reactants [F:1][C:2]1[CH:38]=[CH:37][C:5]([CH2:6][NH:7][C:8](=[O:36])[C:9]2[CH:14]=[CH:13][C:12]([S:15]([N:18]3[C:26]4[C:21](=[CH:22][CH:23]=[CH:24][CH:25]=4)[C:20](B4OC(C)(C)C(C)(C)O4)=[CH:19]3)(=[O:17])=[O:16])=[CH:11][CH:10]=2)=[CH:4][CH:3]=1.Br[C:40]1[CH:41]=[CH:42][C:43]([F:46])=[N:44][CH:45]=1.[F-].[Cs+], predict the reaction product. (2) Given the reactants [CH3:1][O:2][C:3]([CH:5](P(OC)(OC)=O)[NH:6][C:7]([O:9][CH2:10][C:11]1[CH:16]=[CH:15][CH:14]=[CH:13][CH:12]=1)=[O:8])=[O:4].[C:23]([CH2:27][CH:28]=O)([CH3:26])([CH3:25])[CH3:24].C1CCN2C(=NCCC2)CC1, predict the reaction product. The product is: [CH3:1][O:2][C:3](=[O:4])[C:5]([NH:6][C:7]([O:9][CH2:10][C:11]1[CH:12]=[CH:13][CH:14]=[CH:15][CH:16]=1)=[O:8])=[CH:28][CH2:27][C:23]([CH3:26])([CH3:25])[CH3:24]. (3) Given the reactants [Cl:1][C:2]1[N:3]=[C:4]([N:15]2[CH2:20][CH2:19][O:18][CH2:17][CH2:16]2)[C:5]2[N:11]=[C:10]([C:12](O)=[O:13])[CH:9]=[CH:8][C:6]=2[N:7]=1.[Cl-].[NH4+].C[N:24](C(ON1N=NC2C=CC=NC1=2)=[N+](C)C)C.F[P-](F)(F)(F)(F)F.CCN(C(C)C)C(C)C, predict the reaction product. The product is: [Cl:1][C:2]1[N:3]=[C:4]([N:15]2[CH2:20][CH2:19][O:18][CH2:17][CH2:16]2)[C:5]2[N:11]=[C:10]([C:12]([NH2:24])=[O:13])[CH:9]=[CH:8][C:6]=2[N:7]=1. (4) Given the reactants [C:1]([O:5][C:6]([N:8]1[C:12]2[C:13]([Cl:20])=[N:14][CH:15]=[C:16]([C:17]([OH:19])=O)[C:11]=2[C:10]([CH3:21])=[CH:9]1)=[O:7])([CH3:4])([CH3:3])[CH3:2].C([N:24]1[CH2:29][CH2:28][O:27][CH2:26][CH2:25]1)C.N1CCOCC1.O.ON1C2C=CC=CC=2N=N1.Cl.CN(C)CCCN=C=NCC, predict the reaction product. The product is: [C:1]([O:5][C:6]([N:8]1[C:12]2=[C:13]([Cl:20])[N:14]=[CH:15][C:16]([C:17]([N:24]3[CH2:29][CH2:28][O:27][CH2:26][CH2:25]3)=[O:19])=[C:11]2[C:10]([CH3:21])=[CH:9]1)=[O:7])([CH3:4])([CH3:3])[CH3:2].